From a dataset of NCI-60 drug combinations with 297,098 pairs across 59 cell lines. Regression. Given two drug SMILES strings and cell line genomic features, predict the synergy score measuring deviation from expected non-interaction effect. (1) Drug 1: C1CCC(CC1)NC(=O)N(CCCl)N=O. Drug 2: C(CCl)NC(=O)N(CCCl)N=O. Cell line: HCT-15. Synergy scores: CSS=31.2, Synergy_ZIP=1.46, Synergy_Bliss=6.59, Synergy_Loewe=5.70, Synergy_HSA=5.94. (2) Drug 1: C1=CC(=C2C(=C1NCCNCCO)C(=O)C3=C(C=CC(=C3C2=O)O)O)NCCNCCO. Drug 2: CC1CCC2CC(C(=CC=CC=CC(CC(C(=O)C(C(C(=CC(C(=O)CC(OC(=O)C3CCCCN3C(=O)C(=O)C1(O2)O)C(C)CC4CCC(C(C4)OC)O)C)C)O)OC)C)C)C)OC. Cell line: SNB-75. Synergy scores: CSS=54.4, Synergy_ZIP=-5.22, Synergy_Bliss=-4.84, Synergy_Loewe=-1.42, Synergy_HSA=-0.0801. (3) Drug 1: C1=NC2=C(N=C(N=C2N1C3C(C(C(O3)CO)O)O)F)N. Drug 2: CC(C)NC(=O)C1=CC=C(C=C1)CNNC.Cl. Cell line: NCI-H226. Synergy scores: CSS=-7.15, Synergy_ZIP=1.60, Synergy_Bliss=-3.30, Synergy_Loewe=-6.34, Synergy_HSA=-6.68. (4) Drug 1: C1CC(=O)NC(=O)C1N2CC3=C(C2=O)C=CC=C3N. Drug 2: C#CCC(CC1=CN=C2C(=N1)C(=NC(=N2)N)N)C3=CC=C(C=C3)C(=O)NC(CCC(=O)O)C(=O)O. Cell line: SNB-75. Synergy scores: CSS=3.27, Synergy_ZIP=-1.50, Synergy_Bliss=-2.61, Synergy_Loewe=-0.118, Synergy_HSA=-2.32. (5) Drug 1: CC1C(C(=O)NC(C(=O)N2CCCC2C(=O)N(CC(=O)N(C(C(=O)O1)C(C)C)C)C)C(C)C)NC(=O)C3=C4C(=C(C=C3)C)OC5=C(C(=O)C(=C(C5=N4)C(=O)NC6C(OC(=O)C(N(C(=O)CN(C(=O)C7CCCN7C(=O)C(NC6=O)C(C)C)C)C)C(C)C)C)N)C. Drug 2: C1C(C(OC1N2C=NC3=C(N=C(N=C32)Cl)N)CO)O. Cell line: OVCAR-8. Synergy scores: CSS=46.0, Synergy_ZIP=0.585, Synergy_Bliss=-0.0453, Synergy_Loewe=-8.15, Synergy_HSA=-0.402. (6) Drug 1: C1CC(=O)NC(=O)C1N2CC3=C(C2=O)C=CC=C3N. Drug 2: CN1C(=O)N2C=NC(=C2N=N1)C(=O)N. Cell line: NCI/ADR-RES. Synergy scores: CSS=4.51, Synergy_ZIP=2.06, Synergy_Bliss=4.28, Synergy_Loewe=1.18, Synergy_HSA=-0.247. (7) Drug 1: CC12CCC3C(C1CCC2=O)CC(=C)C4=CC(=O)C=CC34C. Drug 2: CC1=C(C(=CC=C1)Cl)NC(=O)C2=CN=C(S2)NC3=CC(=NC(=N3)C)N4CCN(CC4)CCO. Cell line: NCI-H322M. Synergy scores: CSS=44.0, Synergy_ZIP=-3.88, Synergy_Bliss=-1.23, Synergy_Loewe=-12.6, Synergy_HSA=-0.246. (8) Drug 1: C1=NNC2=C1C(=O)NC=N2. Drug 2: CC(C)CN1C=NC2=C1C3=CC=CC=C3N=C2N. Cell line: SK-MEL-5. Synergy scores: CSS=-2.10, Synergy_ZIP=1.20, Synergy_Bliss=0.303, Synergy_Loewe=-2.38, Synergy_HSA=-3.21.